Dataset: Forward reaction prediction with 1.9M reactions from USPTO patents (1976-2016). Task: Predict the product of the given reaction. Given the reactants CC([O-])(C)C.[K+].[CH3:7][C:8]1[NH:12][N:11]=[C:10]([C:13]2[O:17][N:16]=[C:15]([C:18]3[CH:23]=[CH:22][C:21]([CH:24]4[CH2:29][CH2:28][O:27][CH2:26][CH2:25]4)=[C:20]([CH3:30])[CH:19]=3)[N:14]=2)[CH:9]=1.[Cl:31][C:32]1[CH:37]=[C:36]([CH2:38]Cl)[CH:35]=[CH:34][N:33]=1.O, predict the reaction product. The product is: [Cl:31][C:32]1[CH:37]=[C:36]([CH2:38][N:12]2[C:8]([CH3:7])=[CH:9][C:10]([C:13]3[O:17][N:16]=[C:15]([C:18]4[CH:23]=[CH:22][C:21]([CH:24]5[CH2:29][CH2:28][O:27][CH2:26][CH2:25]5)=[C:20]([CH3:30])[CH:19]=4)[N:14]=3)=[N:11]2)[CH:35]=[CH:34][N:33]=1.